The task is: Predict which catalyst facilitates the given reaction.. This data is from Catalyst prediction with 721,799 reactions and 888 catalyst types from USPTO. (1) The catalyst class is: 41. Reactant: [F:1][C:2]1[C:7]2[CH2:8][CH2:9][CH:10]([N:19]3[CH:23]=[C:22]([CH:24]4[CH2:29][CH2:28][NH:27][CH2:26][CH2:25]4)[N:21]=[N:20]3)[C:11](=[O:18])[N:12]([CH2:13][C:14]([F:17])([F:16])[F:15])[C:6]=2[CH:5]=[CH:4][CH:3]=1.Cl.Cl[C:32]1[CH:37]=[CH:36][N:35]=[CH:34][N:33]=1.CCN(C(C)C)C(C)C. Product: [F:1][C:2]1[C:7]2[CH2:8][CH2:9][CH:10]([N:19]3[CH:23]=[C:22]([CH:24]4[CH2:29][CH2:28][N:27]([C:32]5[CH:37]=[CH:36][N:35]=[CH:34][N:33]=5)[CH2:26][CH2:25]4)[N:21]=[N:20]3)[C:11](=[O:18])[N:12]([CH2:13][C:14]([F:16])([F:17])[F:15])[C:6]=2[CH:5]=[CH:4][CH:3]=1. (2) Reactant: [Cl:1][C:2]1[CH:26]=[CH:25][C:5]([O:6][CH2:7][C:8]([NH:10][C:11]2[CH:16]=[CH:15][C:14]([O:17][CH2:18][CH3:19])=[CH:13][C:12]=2[NH:20][CH2:21][CH:22]([CH3:24])[CH3:23])=O)=[CH:4][CH:3]=1. Product: [Cl:1][C:2]1[CH:26]=[CH:25][C:5]([O:6][CH2:7][C:8]2[N:20]([CH2:21][CH:22]([CH3:24])[CH3:23])[C:12]3[CH:13]=[C:14]([O:17][CH2:18][CH3:19])[CH:15]=[CH:16][C:11]=3[N:10]=2)=[CH:4][CH:3]=1. The catalyst class is: 52.